This data is from Forward reaction prediction with 1.9M reactions from USPTO patents (1976-2016). The task is: Predict the product of the given reaction. (1) Given the reactants C(N(C(C)C)CC)(C)C.[F:10][C:11]([F:32])([F:31])[C:12]1[CH:17]=[CH:16][C:15]([NH:18][C:19]2[C:20]3[CH2:30][CH2:29][NH:28][CH2:27][C:21]=3[N:22]=[C:23]([S:25][CH3:26])[N:24]=2)=[CH:14][CH:13]=1.Cl[C:34]1[C:39]([Cl:40])=[CH:38][CH:37]=[CH:36][N:35]=1, predict the reaction product. The product is: [Cl:40][C:39]1[C:34]([N:28]2[CH2:29][CH2:30][C:20]3[C:19]([NH:18][C:15]4[CH:16]=[CH:17][C:12]([C:11]([F:31])([F:10])[F:32])=[CH:13][CH:14]=4)=[N:24][C:23]([S:25][CH3:26])=[N:22][C:21]=3[CH2:27]2)=[N:35][CH:36]=[CH:37][CH:38]=1. (2) Given the reactants Br[C:2]1[CH:14]=[CH:13][C:5]([O:6][CH2:7][C:8]([O:10]CC)=[O:9])=[C:4]([C:15]([C:17]2[CH:18]=[N:19][N:20]([C:22]3[CH:27]=[CH:26][CH:25]=[CH:24][CH:23]=3)[CH:21]=2)=[O:16])[CH:3]=1.[CH2:28](B(O)O)[CH2:29][CH2:30][CH3:31], predict the reaction product. The product is: [CH2:28]([C:2]1[CH:14]=[CH:13][C:5]([O:6][CH2:7][C:8]([OH:10])=[O:9])=[C:4]([C:15]([C:17]2[CH:18]=[N:19][N:20]([C:22]3[CH:27]=[CH:26][CH:25]=[CH:24][CH:23]=3)[CH:21]=2)=[O:16])[CH:3]=1)[CH2:29][CH2:30][CH3:31]. (3) The product is: [ClH:34].[F:8][C:6]1[C:5]([CH3:9])=[CH:4][C:3]2[N:10]([CH:11]3[CH2:12][CH2:13][N:14]([C@H:17]4[CH2:22][CH2:21][C@H:20]([O:23][CH3:24])[CH2:19][CH2:18]4)[CH2:15][CH2:16]3)[C:35](=[O:37])[NH:1][C:2]=2[CH:7]=1. Given the reactants [NH2:1][C:2]1[CH:7]=[C:6]([F:8])[C:5]([CH3:9])=[CH:4][C:3]=1[NH:10][CH:11]1[CH2:16][CH2:15][N:14]([C@H:17]2[CH2:22][CH2:21][C@H:20]([O:23][CH3:24])[CH2:19][CH2:18]2)[CH2:13][CH2:12]1.C(N(C(C)C)CC)(C)C.[Cl:34][C:35](Cl)([O:37]C(=O)OC(Cl)(Cl)Cl)Cl.C([O-])(O)=O.[Na+], predict the reaction product. (4) Given the reactants [S:1](=[O:5])(=[O:4])([OH:3])[OH:2].CC(O)C.B.C(N)(C)(C)C.[CH3:16][O:17][C:18](=[O:27])[CH:19]=[C:20]([NH2:26])[CH2:21][C:22]([O:24][CH3:25])=[O:23], predict the reaction product. The product is: [S:1](=[O:3])(=[O:2])([OH:5])[OH:4].[CH3:25][O:24][C:22](=[O:23])[CH2:21][CH:20]([NH2:26])[CH2:19][C:18]([O:17][CH3:16])=[O:27]. (5) Given the reactants Br[C:2]1[C:11]2[C:6](=[CH:7][C:8]([O:14][CH3:15])=[C:9]([O:12][CH3:13])[CH:10]=2)[N:5]=[CH:4][CH:3]=1.C([Li])CCC.[Br:21][C:22]1[CH:29]=[CH:28][C:25]([CH:26]=[O:27])=[C:24]([F:30])[CH:23]=1.[Cl-].[NH4+], predict the reaction product. The product is: [Br:21][C:22]1[CH:29]=[CH:28][C:25]([CH:26]([C:2]2[C:11]3[C:6](=[CH:7][C:8]([O:14][CH3:15])=[C:9]([O:12][CH3:13])[CH:10]=3)[N:5]=[CH:4][CH:3]=2)[OH:27])=[C:24]([F:30])[CH:23]=1.